This data is from Catalyst prediction with 721,799 reactions and 888 catalyst types from USPTO. The task is: Predict which catalyst facilitates the given reaction. (1) Reactant: [N:1]1([C:6]([N:8]2[CH:12]=[CH:11][N:10]=[CH:9]2)=[O:7])[CH:5]=[CH:4]N=[CH:2]1.[CH3:13][O:14][C:15]1[CH:24]=[CH:23][C:22]2CNCC[C:17]=2[C:16]=1[CH:25]=[O:26]. Product: [N:8]1([C:6]([N:1]2[CH2:2][CH2:22][C:17]3[C:16]([CH:25]=[O:26])=[C:15]([O:14][CH3:13])[CH:24]=[CH:23][C:4]=3[CH2:5]2)=[O:7])[CH:12]=[CH:11][N:10]=[CH:9]1. The catalyst class is: 7. (2) Reactant: [Na].[CH3:2][C:3](=[O:7])[CH2:4][CH2:5][CH3:6].[C:8]([O:15][CH2:16]C)(=[O:14])[C:9]([O:11]CC)=O. Product: [CH3:16][O:15][C:8](=[O:14])[C:9](=[O:11])[CH2:2][C:3](=[O:7])[CH2:4][CH2:5][CH3:6]. The catalyst class is: 8. (3) Reactant: [C:1]1([CH3:11])[CH:6]=[CH:5][C:4]([S:7](Cl)(=[O:9])=[O:8])=[CH:3][CH:2]=1.[CH:12]([O:15][C:16]1[CH:17]=[C:18](/[CH:22]=[CH:23]/[CH2:24][C@@H:25]([OH:27])[CH3:26])[CH:19]=[N:20][CH:21]=1)([CH3:14])[CH3:13]. Product: [C:1]1([CH3:11])[CH:6]=[CH:5][C:4]([S:7]([O:27][C@H:25]([CH2:24]/[CH:23]=[CH:22]/[C:18]2[CH:19]=[N:20][CH:21]=[C:16]([O:15][CH:12]([CH3:14])[CH3:13])[CH:17]=2)[CH3:26])(=[O:9])=[O:8])=[CH:3][CH:2]=1. The catalyst class is: 66. (4) Reactant: FC(F)[O:3][C:4]1[CH:26]=[CH:25][C:7]2NC(C3C(NC(N4CCCCC4)=O)=CNN=3)=NC=2C=1.[NH:28]1[C:39]2[C:31](=[CH:32][C:33]3[CH2:34][CH2:35][CH2:36][C:37]=3[CH:38]=2)[N:30]=[C:29]1[C:40]1[C:44]([NH2:45])=[CH:43][NH:42][N:41]=1.C(N(CC)CC)C.C1(C(Cl)=O)CC1.[OH-].[K+].[Cl-].[NH4+]. Product: [NH:30]1[C:31]2[C:39](=[CH:38][C:37]3[CH2:36][CH2:35][CH2:34][C:33]=3[CH:32]=2)[N:28]=[C:29]1[C:40]1[C:44]([NH:45][C:4]([CH:26]2[CH2:7][CH2:25]2)=[O:3])=[CH:43][NH:42][N:41]=1. The catalyst class is: 7. (5) Reactant: [OH:1][CH:2]1[CH2:7][CH2:6][CH:5]([N:8]2[C:16](=[O:17])[C:15]3[C:10](=[CH:11][CH:12]=[CH:13][CH:14]=3)[C:9]2=[O:18])[CH2:4][CH2:3]1.C1C=C[NH+]=CC=1.[O-][Cr](Cl)(=O)=O. Product: [O:1]=[C:2]1[CH2:7][CH2:6][CH:5]([N:8]2[C:16](=[O:17])[C:15]3[C:10](=[CH:11][CH:12]=[CH:13][CH:14]=3)[C:9]2=[O:18])[CH2:4][CH2:3]1. The catalyst class is: 158. (6) Reactant: [OH:1][CH2:2][C@H:3]1[NH:7][C:6](=[O:8])[CH2:5][CH2:4]1.[C:9]([Si:13](Cl)([C:20]1[CH:25]=[CH:24][CH:23]=[CH:22][CH:21]=1)[C:14]1[CH:19]=[CH:18][CH:17]=[CH:16][CH:15]=1)([CH3:12])([CH3:11])[CH3:10].CCN(CC)CC.N1CCCC1=O. Product: [Si:13]([O:1][CH2:2][C@H:3]1[NH:7][C:6](=[O:8])[CH2:5][CH2:4]1)([C:9]([CH3:12])([CH3:11])[CH3:10])([C:20]1[CH:21]=[CH:22][CH:23]=[CH:24][CH:25]=1)[C:14]1[CH:19]=[CH:18][CH:17]=[CH:16][CH:15]=1. The catalyst class is: 64. (7) Reactant: FC(F)(F)C(O)=O.[NH2:8][CH2:9][C:10]1[CH:36]=[C:35]([F:37])[CH:34]=[CH:33][C:11]=1[CH2:12][O:13][C:14]1[CH:19]=[C:18]([CH3:20])[N:17]([C:21]2[CH:22]=[C:23]([CH:28]=[CH:29][C:30]=2[CH3:31])[C:24]([O:26][CH3:27])=[O:25])[C:16](=[O:32])[CH:15]=1.CN1CCOCC1.Cl[C:46]([O:48][CH3:49])=[O:47]. Product: [F:37][C:35]1[CH:34]=[CH:33][C:11]([CH2:12][O:13][C:14]2[CH:19]=[C:18]([CH3:20])[N:17]([C:21]3[CH:22]=[C:23]([CH:28]=[CH:29][C:30]=3[CH3:31])[C:24]([O:26][CH3:27])=[O:25])[C:16](=[O:32])[CH:15]=2)=[C:10]([CH2:9][NH:8][C:46]([O:48][CH3:49])=[O:47])[CH:36]=1. The catalyst class is: 44. (8) Reactant: [H-].[Al+3].[Li+].[H-].[H-].[H-].[Cl-].[Al+3].[Cl-].[Cl-].[Cl:11][C:12]1[CH:25]=[CH:24][CH:23]=[CH:22][C:13]=1[O:14][C:15]1[S:19][C:18]([C:20]#[N:21])=[CH:17][CH:16]=1.N.S([O-])([O-])(=O)=O.[Mg+2]. Product: [Cl:11][C:12]1[CH:25]=[CH:24][CH:23]=[CH:22][C:13]=1[O:14][C:15]1[S:19][C:18]([CH2:20][NH2:21])=[CH:17][CH:16]=1. The catalyst class is: 7. (9) Reactant: CN(C)C=O.[I:6]N1C(=O)CCC1=O.[NH2:14][C:15]1[C:23]([O:24][CH3:25])=[C:22]([F:26])[CH:21]=[C:20]([CH3:27])[C:16]=1[C:17]([OH:19])=[O:18]. Product: [NH2:14][C:15]1[C:23]([O:24][CH3:25])=[C:22]([F:26])[C:21]([I:6])=[C:20]([CH3:27])[C:16]=1[C:17]([OH:19])=[O:18]. The catalyst class is: 6. (10) Reactant: [OH:1][C:2]([CH3:8])([CH3:7])[CH2:3][C:4](=O)[CH3:5].Cl.[NH2:10][OH:11].C(=O)(O)[O-].[Na+]. Product: [OH:1][C:2]([CH3:8])([CH3:7])[CH2:3][C:4](=[N:10][OH:11])[CH3:5]. The catalyst class is: 6.